Dataset: Catalyst prediction with 721,799 reactions and 888 catalyst types from USPTO. Task: Predict which catalyst facilitates the given reaction. (1) Reactant: [Cl:1][C:2]1[CH:30]=[CH:29][C:5]([CH2:6][C:7]2[N:8]=[C:9]([C:23]3[CH:28]=[CH:27][N:26]=[CH:25][CH:24]=3)[S:10][C:11]=2[C:12]2[N:16]=[CH:15][N:14](C3CCCCO3)[N:13]=2)=[CH:4][CH:3]=1.Cl.O1CCOCC1. Product: [Cl:1][C:2]1[CH:30]=[CH:29][C:5]([CH2:6][C:7]2[N:8]=[C:9]([C:23]3[CH:28]=[CH:27][N:26]=[CH:25][CH:24]=3)[S:10][C:11]=2[C:12]2[NH:16][CH:15]=[N:14][N:13]=2)=[CH:4][CH:3]=1. The catalyst class is: 83. (2) Reactant: [Br:1][C:2]1[C:3]([N:22]2[CH2:26][CH2:25][C@@H:24]([OH:27])[CH2:23]2)=[N:4][CH:5]=[C:6]([CH:21]=1)[C:7]([NH:9][C:10]1[CH:15]=[CH:14][C:13]([O:16][C:17]([F:20])([F:19])[F:18])=[CH:12][CH:11]=1)=[O:8].O[CH:29]1CCCNC1.CCN(C(C)C)C(C)C. Product: [Br:1][C:2]1[C:3]([N:22]2[CH2:26][CH2:29][CH2:25][CH:24]([OH:27])[CH2:23]2)=[N:4][CH:5]=[C:6]([CH:21]=1)[C:7]([NH:9][C:10]1[CH:15]=[CH:14][C:13]([O:16][C:17]([F:20])([F:18])[F:19])=[CH:12][CH:11]=1)=[O:8]. The catalyst class is: 41. (3) Reactant: [CH2:1]([N:3]([CH2:19][CH3:20])[CH2:4][CH2:5][N:6]1[C:15]2[C:10](=[CH:11][C:12]([N+:16]([O-])=O)=[CH:13][CH:14]=2)[CH2:9][CH2:8][CH2:7]1)[CH3:2].[H][H]. Product: [CH2:19]([N:3]([CH2:1][CH3:2])[CH2:4][CH2:5][N:6]1[C:15]2[C:10](=[CH:11][C:12]([NH2:16])=[CH:13][CH:14]=2)[CH2:9][CH2:8][CH2:7]1)[CH3:20]. The catalyst class is: 63.